Dataset: TCR-epitope binding with 47,182 pairs between 192 epitopes and 23,139 TCRs. Task: Binary Classification. Given a T-cell receptor sequence (or CDR3 region) and an epitope sequence, predict whether binding occurs between them. (1) The epitope is TFYLTNDVSFL. The TCR CDR3 sequence is CASSIGGWRAEATNEKLFF. Result: 0 (the TCR does not bind to the epitope). (2) Result: 1 (the TCR binds to the epitope). The TCR CDR3 sequence is CASSFMSEDTQYF. The epitope is IPIQASLPF. (3) The epitope is QECVRGTTVL. The TCR CDR3 sequence is CATSDGNHYEQYF. Result: 0 (the TCR does not bind to the epitope). (4) The TCR CDR3 sequence is CASSPARNTEAFF. Result: 0 (the TCR does not bind to the epitope). The epitope is YVLDHLIVV. (5) The epitope is DATYQRTRALVR. Result: 0 (the TCR does not bind to the epitope). The TCR CDR3 sequence is CASSEGSYYEQYF. (6) The epitope is PROT_97E67BCC. The TCR CDR3 sequence is CACRIRTSGGEQYF. Result: 1 (the TCR binds to the epitope).